From a dataset of Full USPTO retrosynthesis dataset with 1.9M reactions from patents (1976-2016). Predict the reactants needed to synthesize the given product. Given the product [C:1]1([CH:7]2[CH:8]([C:10]3[CH:15]=[CH:14][CH:13]=[CH:12][CH:11]=3)[NH:9][C:29](=[O:31])[C:27](=[O:28])[NH:16]2)[CH:2]=[CH:3][CH:4]=[CH:5][CH:6]=1, predict the reactants needed to synthesize it. The reactants are: [C:1]1([CH:7]([NH2:16])[CH:8]([C:10]2[CH:15]=[CH:14][CH:13]=[CH:12][CH:11]=2)[NH2:9])[CH:6]=[CH:5][CH:4]=[CH:3][CH:2]=1.C1(C)C=CC=CC=1.CCO[C:27]([CH3:29])=[O:28].C[OH:31].